From a dataset of Forward reaction prediction with 1.9M reactions from USPTO patents (1976-2016). Predict the product of the given reaction. (1) Given the reactants [CH3:1][C:2]1[CH:7]=[C:6]([CH3:8])[CH:5]=[C:4]([CH3:9])[C:3]=1Br.[Mg].II.[CH:14](=[O:20])[C:15]1[O:19][CH:18]=[CH:17][CH:16]=1, predict the reaction product. The product is: [CH3:1][C:2]1[CH:7]=[C:6]([CH3:8])[CH:5]=[C:4]([CH3:9])[C:3]=1[CH:14]([C:15]1[O:19][CH:18]=[CH:17][CH:16]=1)[OH:20]. (2) Given the reactants [CH3:1][O:2][C:3](=[O:9])[CH2:4][C:5]([O:7][CH3:8])=[O:6].Br[CH2:11][CH2:12][CH2:13][CH2:14]Br.C([O-])([O-])=O.[K+].[K+].F[B-](F)(F)F.C([N+]1C=CN(C)C=1)CCC, predict the reaction product. The product is: [CH3:1][O:2][C:3]([C:4]1([C:5]([O:7][CH3:8])=[O:6])[CH2:14][CH2:13][CH2:12][CH2:11]1)=[O:9]. (3) Given the reactants [F:1][C:2]([F:15])([F:14])[C:3]1[CH:4]=[C:5]([CH:7]=[C:8]([C:10]([F:13])([F:12])[F:11])[CH:9]=1)[NH2:6].[CH2:16]([S:18][C:19]1[CH:27]=[C:26]([C:28]([F:31])([F:30])[F:29])[CH:25]=[CH:24][C:20]=1[C:21](O)=[O:22])[CH3:17].CCN=C=NCCCN(C)C.Cl.C(=O)(O)[O-].[Na+], predict the reaction product. The product is: [F:1][C:2]([F:14])([F:15])[C:3]1[CH:4]=[C:5]([NH:6][C:21](=[O:22])[C:20]2[CH:24]=[CH:25][C:26]([C:28]([F:29])([F:30])[F:31])=[CH:27][C:19]=2[S:18][CH2:16][CH3:17])[CH:7]=[C:8]([C:10]([F:11])([F:12])[F:13])[CH:9]=1.